Predict the reactants needed to synthesize the given product. From a dataset of Full USPTO retrosynthesis dataset with 1.9M reactions from patents (1976-2016). (1) Given the product [CH2:22]([N:24]1[C:11]2[CH2:10][CH2:9][NH:8][CH2:13][C:12]=2[C:22]([C:19]2[CH:20]=[CH:21][C:16]([Br:15])=[CH:17][CH:18]=2)=[CH:23]1)[C:19]1[CH:20]=[CH:21][CH:16]=[CH:17][CH:18]=1, predict the reactants needed to synthesize it. The reactants are: C(OC([N:8]1[CH2:13][CH2:12][C:11](=O)[CH2:10][CH2:9]1)=O)(C)(C)C.[Br:15][C:16]1[CH:21]=[CH:20][C:19]([CH:22]=[CH:23][N+:24]([O-])=O)=[CH:18][CH:17]=1. (2) The reactants are: [Cl:1][C:2]1[CH:28]=[CH:27][CH:26]=[C:25]([Cl:29])[C:3]=1[C:4]([C:6]1[N:10]2[CH:11]=[CH:12][CH:13]=[N:14][C:9]2=[C:8]([C:15]2[CH:24]=[CH:23][C:18]([C:19]([O:21]C)=[O:20])=[CH:17][CH:16]=2)[N:7]=1)=[O:5].[Li+].[OH-]. Given the product [Cl:29][C:25]1[CH:26]=[CH:27][CH:28]=[C:2]([Cl:1])[C:3]=1[C:4]([C:6]1[N:10]2[CH:11]=[CH:12][CH:13]=[N:14][C:9]2=[C:8]([C:15]2[CH:24]=[CH:23][C:18]([C:19]([OH:21])=[O:20])=[CH:17][CH:16]=2)[N:7]=1)=[O:5], predict the reactants needed to synthesize it. (3) Given the product [ClH:1].[NH2:11][CH2:10][CH:9]([NH:8][C:6]([C:5]1[CH:25]=[CH:26][C:2]([Cl:1])=[C:3]([NH:27][C:28]([C:30]2[C:49](=[O:50])[NH:48][C:33]3[N:34]=[C:35]([NH:38][CH2:39][CH2:40][N:41]4[CH2:46][CH2:45][N:44]([CH3:47])[CH2:43][CH2:42]4)[N:36]=[CH:37][C:32]=3[CH:31]=2)=[O:29])[CH:4]=1)=[O:7])[C:19]1[CH:24]=[CH:23][CH:22]=[CH:21][CH:20]=1, predict the reactants needed to synthesize it. The reactants are: [Cl:1][C:2]1[CH:26]=[CH:25][C:5]([C:6]([NH:8][CH:9]([C:19]2[CH:24]=[CH:23][CH:22]=[CH:21][CH:20]=2)[CH2:10][NH:11]C(=O)OC(C)(C)C)=[O:7])=[CH:4][C:3]=1[NH:27][C:28]([C:30]1[C:49](=[O:50])[NH:48][C:33]2[N:34]=[C:35]([NH:38][CH2:39][CH2:40][N:41]3[CH2:46][CH2:45][N:44]([CH3:47])[CH2:43][CH2:42]3)[N:36]=[CH:37][C:32]=2[CH:31]=1)=[O:29].Cl.